The task is: Predict the reactants needed to synthesize the given product.. This data is from Full USPTO retrosynthesis dataset with 1.9M reactions from patents (1976-2016). (1) Given the product [Cl:22][CH:21]([Cl:23])[C:20]([NH:1][C@H:2]([CH2:15][F:16])[C@H:3]([OH:4])[C:5]1[CH:6]=[CH:7][C:8]([S:11]([CH3:14])(=[NH:13])=[O:12])=[CH:9][CH:10]=1)=[O:19], predict the reactants needed to synthesize it. The reactants are: [NH2:1][C@H:2]([CH2:15][F:16])[C@@H:3]([C:5]1[CH:10]=[CH:9][C:8]([S:11]([CH3:14])(=[NH:13])=[O:12])=[CH:7][CH:6]=1)[OH:4].C([O:19][C:20](=O)[CH:21]([Cl:23])[Cl:22])C. (2) Given the product [C:1]([O:5][C:6]([N:8]1[CH2:13][CH2:12][C:11]2[NH:23][N:24]=[C:15]([C:17]34[CH2:22][CH:21]3[CH2:20][CH2:19][CH2:18]4)[C:10]=2[CH2:9]1)=[O:7])([CH3:4])([CH3:3])[CH3:2], predict the reactants needed to synthesize it. The reactants are: [C:1]([O:5][C:6]([N:8]1[CH2:13][CH2:12][C:11](=O)[CH:10]([C:15]([C:17]23[CH2:22][CH:21]2[CH2:20][CH2:19][CH2:18]3)=O)[CH2:9]1)=[O:7])([CH3:4])([CH3:3])[CH3:2].[NH2:23][NH2:24].O. (3) Given the product [F:30][CH:26]([F:31])[O:21][C@H:10]1[C@H:11]([C:14]2[CH:15]=[CH:16][C:17]([F:20])=[CH:18][CH:19]=2)[CH2:12][CH2:13][N:8]([C:6]([O:5][C:1]([CH3:4])([CH3:2])[CH3:3])=[O:7])[CH2:9]1, predict the reactants needed to synthesize it. The reactants are: [C:1]([O:5][C:6]([N:8]1[CH2:13][CH2:12][C@@H:11]([C:14]2[CH:19]=[CH:18][C:17]([F:20])=[CH:16][CH:15]=2)[C@H:10]([OH:21])[CH2:9]1)=[O:7])([CH3:4])([CH3:3])[CH3:2].FS([C:26]([F:31])([F:30])C(O)=O)(=O)=O.